The task is: Regression/Classification. Given a drug SMILES string, predict its toxicity properties. Task type varies by dataset: regression for continuous values (e.g., LD50, hERG inhibition percentage) or binary classification for toxic/non-toxic outcomes (e.g., AMES mutagenicity, cardiotoxicity, hepatotoxicity). Dataset: clintox.. This data is from Clinical trial toxicity outcomes and FDA approval status for drugs. (1) The molecule is CCCOc1ccc(C(=O)OCC[NH+](CC)CC)cc1N. The result is 0 (passed clinical trial). (2) The result is 0 (passed clinical trial). The drug is COc1cc(NC(C)CCC[NH3+])c2ncccc2c1. (3) The compound is Nc1nc(F)nc2c1ncn2[C@@H]1O[C@H](COP(=O)(O)O)[C@@H](O)[C@@H]1O. The result is 1 (failed clinical trial for toxicity). (4) The molecule is [NH3+]CCc1ccc(O)c(O)c1. The result is 0 (passed clinical trial).